This data is from Full USPTO retrosynthesis dataset with 1.9M reactions from patents (1976-2016). The task is: Predict the reactants needed to synthesize the given product. (1) Given the product [Br:1][C:2]1[CH:3]=[CH:4][C:5]2[S:9](=[O:10])(=[O:11])[N:8]([CH2:15][CH2:16][C:17]([O:19][CH2:20][CH3:21])=[O:18])[CH:7]([CH3:12])[C:6]=2[CH:13]=1, predict the reactants needed to synthesize it. The reactants are: [Br:1][C:2]1[CH:3]=[CH:4][C:5]2[S:9](=[O:11])(=[O:10])[NH:8][CH:7]([CH3:12])[C:6]=2[CH:13]=1.Br[CH2:15][CH2:16][C:17]([O:19][CH2:20][CH3:21])=[O:18].C([O-])([O-])=O.[K+].[K+]. (2) Given the product [Cl:8][C:9]1[CH:10]=[CH:11][C:12]([N:42]2[CH:46]=[C:45]([Cl:47])[N:44]=[N:43]2)=[C:13]([C:15]2[N:16]=[CH:17][N:18]([C@@H:22]3[C:38]4[CH:39]=[C:34]([CH:35]=[CH:36][N:37]=4)[C:33]4[N:32]([S:55]([CH3:54])(=[O:57])=[O:56])[N:31]=[CH:30][C:29]=4[NH:28][C:27](=[O:40])[C@H:26]([CH3:41])[CH2:25][CH2:24][CH2:23]3)[C:19](=[O:21])[CH:20]=2)[CH:14]=1, predict the reactants needed to synthesize it. The reactants are: FC(F)(F)C(O)=O.[Cl:8][C:9]1[CH:10]=[CH:11][C:12]([N:42]2[CH:46]=[C:45]([Cl:47])[N:44]=[N:43]2)=[C:13]([C:15]2[N:16]=[CH:17][N:18]([C@@H:22]3[C:38]4[CH:39]=[C:34]([CH:35]=[CH:36][N:37]=4)[C:33]4[NH:32][N:31]=[CH:30][C:29]=4[NH:28][C:27](=[O:40])[C@H:26]([CH3:41])[CH2:25][CH2:24][CH2:23]3)[C:19](=[O:21])[CH:20]=2)[CH:14]=1.N1C=CC=CC=1.[CH3:54][S:55](Cl)(=[O:57])=[O:56]. (3) Given the product [N:1]1([CH2:7][CH2:8][N:9]2[C:10](=[O:19])[C:11]3[C:12](=[CH:15][CH:16]=[CH:17][CH:18]=3)[C:13]2=[O:14])[CH:5]=[N:4][CH:3]=[N:2]1, predict the reactants needed to synthesize it. The reactants are: [NH:1]1[CH:5]=[N:4][CH:3]=[N:2]1.Br[CH2:7][CH2:8][N:9]1[C:13](=[O:14])[C:12]2=[CH:15][CH:16]=[CH:17][CH:18]=[C:11]2[C:10]1=[O:19].C(=O)([O-])[O-].[K+].[K+]. (4) Given the product [S:15]1[C:9]2[CH2:8][CH2:7][NH:6][CH2:12][CH2:11][C:10]=2[CH:13]=[CH:14]1, predict the reactants needed to synthesize it. The reactants are: C(OC([N:6]1[CH2:12][CH2:11][C:10]2[CH:13]=[CH:14][S:15][C:9]=2[CH2:8][CH2:7]1)=O)C.[Si](I)(C)(C)C. (5) Given the product [S:18]1[C:22]2[CH2:23][CH:24]([NH:27][CH2:2][CH2:3][CH2:4][CH2:5][NH:6][C:7]([C:9]3[S:10][C:11]4[CH:17]=[CH:16][CH:15]=[CH:14][C:12]=4[N:13]=3)=[O:8])[CH2:25][CH2:26][C:21]=2[N:20]=[CH:19]1, predict the reactants needed to synthesize it. The reactants are: O[CH2:2][CH2:3][CH2:4][CH2:5][NH:6][C:7]([C:9]1[S:10][C:11]2[CH:17]=[CH:16][CH:15]=[CH:14][C:12]=2[N:13]=1)=[O:8].[S:18]1[C:22]2[CH2:23][CH:24]([NH2:27])[CH2:25][CH2:26][C:21]=2[N:20]=[CH:19]1.CCN(C(C)C)C(C)C.[I-].C(C[P+](C)(C)C)#N.C([O-])(O)=O.[Na+].